Dataset: Forward reaction prediction with 1.9M reactions from USPTO patents (1976-2016). Task: Predict the product of the given reaction. (1) Given the reactants [CH3:1][C:2]1[C:3]([C:28]2[CH:33]=[CH:32][C:31]([O:34][CH3:35])=[CH:30][CH:29]=2)=[C:4]([O:14][C:15]2[CH:20]=[CH:19][C:18](/[CH:21]=[CH:22]/[C:23]([O:25]CC)=[O:24])=[CH:17][CH:16]=2)[C:5]2[C:10]([CH:11]=1)=[CH:9][CH:8]=[C:7]([O:12][CH3:13])[CH:6]=2, predict the reaction product. The product is: [CH3:1][C:2]1[C:3]([C:28]2[CH:29]=[CH:30][C:31]([O:34][CH3:35])=[CH:32][CH:33]=2)=[C:4]([O:14][C:15]2[CH:16]=[CH:17][C:18](/[CH:21]=[CH:22]/[C:23]([OH:25])=[O:24])=[CH:19][CH:20]=2)[C:5]2[C:10]([CH:11]=1)=[CH:9][CH:8]=[C:7]([O:12][CH3:13])[CH:6]=2. (2) Given the reactants [CH3:1][C:2]1[C:11]([O:12][C:13]2[C:14]([C:19](=[O:21])[CH3:20])=[N:15][CH:16]=[CH:17][CH:18]=2)=[CH:10][C:9]2[C:4](=[C:5]([F:22])[CH:6]=[CH:7][CH:8]=2)[N:3]=1.[CH3:23][Mg]Cl.Cl.C(=O)(O)[O-].[Na+], predict the reaction product. The product is: [F:22][C:5]1[CH:6]=[CH:7][CH:8]=[C:9]2[C:4]=1[N:3]=[C:2]([CH3:1])[C:11]([O:12][C:13]1[C:14]([C:19]([OH:21])([CH3:23])[CH3:20])=[N:15][CH:16]=[CH:17][CH:18]=1)=[CH:10]2. (3) Given the reactants [F:1][C:2]1[CH:3]=[CH:4][CH:5]=[C:6]2[C:11]=1[NH:10][C:9](=[O:12])[C:8]([CH:13]1[CH2:18][CH2:17][N:16]([C:19]([O:21][C@H:22]([CH2:37][C:38]3[CH:46]=[C:45]([CH3:47])[C:44]4[C:40](=[CH:41][N:42](COCC[Si](C)(C)C)[N:43]=4)[CH:39]=3)[C:23](=[O:36])[N:24]3[CH2:29][CH2:28][CH:27]([N:30]4[CH2:35][CH2:34][CH2:33][CH2:32][CH2:31]4)[CH2:26][CH2:25]3)=[O:20])[CH2:15][CH2:14]1)=[CH:7]2.Cl, predict the reaction product. The product is: [F:1][C:2]1[CH:3]=[CH:4][CH:5]=[C:6]2[C:11]=1[NH:10][C:9](=[O:12])[C:8]([CH:13]1[CH2:14][CH2:15][N:16]([C:19]([O:21][C@H:22]([CH2:37][C:38]3[CH:39]=[C:40]4[C:44](=[C:45]([CH3:47])[CH:46]=3)[NH:43][N:42]=[CH:41]4)[C:23](=[O:36])[N:24]3[CH2:25][CH2:26][CH:27]([N:30]4[CH2:35][CH2:34][CH2:33][CH2:32][CH2:31]4)[CH2:28][CH2:29]3)=[O:20])[CH2:17][CH2:18]1)=[CH:7]2. (4) Given the reactants Br[CH2:2][C:3]([C:5]1[C:10](=[O:11])[NH:9][C:8]([CH3:12])=[C:7]([C:13]([O:15][CH2:16][CH3:17])=[O:14])[CH:6]=1)=O.[C:18]1([S:24][CH2:25][C:26]([NH2:28])=[S:27])[CH:23]=[CH:22][CH:21]=[CH:20][CH:19]=1, predict the reaction product. The product is: [CH3:12][C:8]1[NH:9][C:10](=[O:11])[C:5]([C:3]2[N:28]=[C:26]([CH2:25][S:24][C:18]3[CH:23]=[CH:22][CH:21]=[CH:20][CH:19]=3)[S:27][CH:2]=2)=[CH:6][C:7]=1[C:13]([O:15][CH2:16][CH3:17])=[O:14].